Dataset: Retrosynthesis with 50K atom-mapped reactions and 10 reaction types from USPTO. Task: Predict the reactants needed to synthesize the given product. (1) Given the product CCOC(=O)C1(c2ccc(-c3ccc(-c4onc(C)c4CSCc4ccccc4)cc3)cc2)CC1, predict the reactants needed to synthesize it. The reactants are: CCOC(=O)C1(c2ccc(-c3ccc(-c4onc(C)c4CBr)cc3)cc2)CC1.SCc1ccccc1. (2) Given the product O=C1c2ccccc2C(=O)N1CC(F)F, predict the reactants needed to synthesize it. The reactants are: FC(F)CCl.O=C1NC(=O)c2ccccc21. (3) Given the product COC(=O)c1cccc(COc2cccc(O)c2C=O)c1, predict the reactants needed to synthesize it. The reactants are: COC(=O)c1cccc(COc2cccc(OC)c2C=O)c1. (4) The reactants are: C=CCOC(CCCCCC(=O)OC)C(=O)O.C=Cc1cc(COc2ccccc2N)cc(OC)c1. Given the product C=CCOC(CCCCCC(=O)OC)C(=O)Nc1ccccc1OCc1cc(C=C)cc(OC)c1, predict the reactants needed to synthesize it. (5) Given the product COc1ccccc1NC(=O)Nc1cccc(-n2c(=O)c(CCC(=O)N3CCN(C)CC3)nc3cccnc32)c1, predict the reactants needed to synthesize it. The reactants are: CN1CCNCC1.COc1ccccc1NC(=O)Nc1cccc(-n2c(=O)c(CCC(=O)O)nc3cccnc32)c1.